This data is from Forward reaction prediction with 1.9M reactions from USPTO patents (1976-2016). The task is: Predict the product of the given reaction. (1) Given the reactants [Cl:1][C:2]1[CH:3]=[C:4]([CH:26]=[CH:27][C:28]=1[OH:29])[NH:5][C:6]1[C:15]2[C:10](=[CH:11][C:12]([O:24][CH3:25])=[CH:13][C:14]=2[O:16][CH:17]2[CH2:22][CH2:21][N:20]([CH3:23])[CH2:19][CH2:18]2)[N:9]=[CH:8][N:7]=1.Cl[CH2:31][C:32]1[N:33]=[CH:34][S:35][CH:36]=1, predict the reaction product. The product is: [Cl:1][C:2]1[CH:3]=[C:4]([CH:26]=[CH:27][C:28]=1[O:29][CH2:31][C:32]1[N:33]=[CH:34][S:35][CH:36]=1)[NH:5][C:6]1[C:15]2[C:10](=[CH:11][C:12]([O:24][CH3:25])=[CH:13][C:14]=2[O:16][CH:17]2[CH2:18][CH2:19][N:20]([CH3:23])[CH2:21][CH2:22]2)[N:9]=[CH:8][N:7]=1. (2) Given the reactants [F-:1].[K+].CN(C=O)C.Cl[C:9]1[CH:16]=[CH:15][C:14]([N+:17]([O-:19])=[O:18])=[CH:13][C:10]=1[CH:11]=[O:12], predict the reaction product. The product is: [F:1][C:9]1[CH:16]=[CH:15][C:14]([N+:17]([O-:19])=[O:18])=[CH:13][C:10]=1[CH:11]=[O:12].